Dataset: Peptide-MHC class I binding affinity with 185,985 pairs from IEDB/IMGT. Task: Regression. Given a peptide amino acid sequence and an MHC pseudo amino acid sequence, predict their binding affinity value. This is MHC class I binding data. (1) The peptide sequence is SVDSDHLGY. The MHC is HLA-B45:06 with pseudo-sequence HLA-B45:06. The binding affinity (normalized) is 0.213. (2) The peptide sequence is STGNYNYKY. The MHC is HLA-A29:02 with pseudo-sequence HLA-A29:02. The binding affinity (normalized) is 0.666. (3) The peptide sequence is MQYEVTQHA. The MHC is HLA-A02:19 with pseudo-sequence HLA-A02:19. The binding affinity (normalized) is 0.0847. (4) The peptide sequence is IPYCNYSKYW. The MHC is HLA-B54:01 with pseudo-sequence HLA-B54:01. The binding affinity (normalized) is 0. (5) The peptide sequence is FTERSDKSY. The MHC is HLA-A11:01 with pseudo-sequence HLA-A11:01. The binding affinity (normalized) is 0.0847.